This data is from NCI-60 drug combinations with 297,098 pairs across 59 cell lines. The task is: Regression. Given two drug SMILES strings and cell line genomic features, predict the synergy score measuring deviation from expected non-interaction effect. (1) Drug 1: CCCS(=O)(=O)NC1=C(C(=C(C=C1)F)C(=O)C2=CNC3=C2C=C(C=N3)C4=CC=C(C=C4)Cl)F. Drug 2: COCCOC1=C(C=C2C(=C1)C(=NC=N2)NC3=CC=CC(=C3)C#C)OCCOC.Cl. Cell line: OVCAR-8. Synergy scores: CSS=6.12, Synergy_ZIP=1.70, Synergy_Bliss=3.84, Synergy_Loewe=-0.154, Synergy_HSA=1.65. (2) Synergy scores: CSS=30.9, Synergy_ZIP=4.96, Synergy_Bliss=10.1, Synergy_Loewe=6.15, Synergy_HSA=9.17. Cell line: OVCAR-8. Drug 2: CC1=CC2C(CCC3(C2CCC3(C(=O)C)OC(=O)C)C)C4(C1=CC(=O)CC4)C. Drug 1: CC(CN1CC(=O)NC(=O)C1)N2CC(=O)NC(=O)C2. (3) Drug 1: C#CCC(CC1=CN=C2C(=N1)C(=NC(=N2)N)N)C3=CC=C(C=C3)C(=O)NC(CCC(=O)O)C(=O)O. Drug 2: C1CC(=O)NC(=O)C1N2C(=O)C3=CC=CC=C3C2=O. Cell line: UO-31. Synergy scores: CSS=-4.13, Synergy_ZIP=2.10, Synergy_Bliss=-2.58, Synergy_Loewe=-1.93, Synergy_HSA=-6.31. (4) Drug 1: CC12CCC(CC1=CCC3C2CCC4(C3CC=C4C5=CN=CC=C5)C)O. Drug 2: C1=NC2=C(N=C(N=C2N1C3C(C(C(O3)CO)O)F)Cl)N. Cell line: UACC62. Synergy scores: CSS=5.73, Synergy_ZIP=-0.319, Synergy_Bliss=-0.862, Synergy_Loewe=-12.8, Synergy_HSA=-0.445.